Dataset: Reaction yield outcomes from USPTO patents with 853,638 reactions. Task: Predict the reaction yield, written as a fraction of the theoretical maximum amount of product (1.0 means a 100% yield; for example, 0.34 means a 34% yield). (1) The reactants are [CH:1]1([N:4]2[C:12]3[C:7](=[CH:8][CH:9]=[C:10]([O:13]C)[CH:11]=3)[C:6]([C:15]#[N:16])=[CH:5]2)[CH2:3][CH2:2]1.B(Br)(Br)Br.C([O-])(O)=O.[Na+]. The catalyst is C(Cl)Cl. The product is [CH:1]1([N:4]2[C:12]3[C:7](=[CH:8][CH:9]=[C:10]([OH:13])[CH:11]=3)[C:6]([C:15]#[N:16])=[CH:5]2)[CH2:3][CH2:2]1. The yield is 0.900. (2) The reactants are [C:1]([O:5][C:6]([NH:8][C:9]1[CH:14]=[CH:13][C:12]([S:15][C:16]2[CH:24]=[CH:23][C:19]([C:20]([OH:22])=O)=[CH:18][C:17]=2[NH:25][C:26]2[C:27]3[CH:35]=[CH:34][C:33]([CH:36]([CH3:38])[CH3:37])=[N:32][C:28]=3[N:29]=[CH:30][N:31]=2)=[CH:11][CH:10]=1)=[O:7])([CH3:4])([CH3:3])[CH3:2].[C:39]1([CH:45]([NH2:48])[CH2:46][CH3:47])[CH:44]=[CH:43][CH:42]=[CH:41][CH:40]=1. No catalyst specified. The product is [C:1]([O:5][C:6](=[O:7])[NH:8][C:9]1[CH:14]=[CH:13][C:12]([S:15][C:16]2[CH:24]=[CH:23][C:19]([C:20](=[O:22])[NH:48][CH:45]([C:39]3[CH:44]=[CH:43][CH:42]=[CH:41][CH:40]=3)[CH2:46][CH3:47])=[CH:18][C:17]=2[NH:25][C:26]2[C:27]3[CH:35]=[CH:34][C:33]([CH:36]([CH3:37])[CH3:38])=[N:32][C:28]=3[N:29]=[CH:30][N:31]=2)=[CH:11][CH:10]=1)([CH3:3])([CH3:4])[CH3:2]. The yield is 0.900. (3) The reactants are [CH:1]1([C:4]2[N:9]=[N:8][CH:7]=[C:6]([C:10]([O:12]C)=[O:11])[CH:5]=2)[CH2:3][CH2:2]1.[OH-].[Li+]. The catalyst is C1COCC1. The product is [CH:1]1([C:4]2[N:9]=[N:8][CH:7]=[C:6]([C:10]([OH:12])=[O:11])[CH:5]=2)[CH2:2][CH2:3]1. The yield is 0.830. (4) The reactants are [C:1]([O:5][C:6]([NH:8][CH:9]([C:13]([SH:16])([CH3:15])[CH3:14])[C:10]([OH:12])=[O:11])=[O:7])([CH3:4])([CH3:3])[CH3:2].[OH-].[K+].[C:19](OC(=O)C)(=[O:21])[CH3:20]. The catalyst is O. The product is [C:19]([S:16][C:13]([CH3:15])([CH3:14])[CH:9]([NH:8][C:6]([O:5][C:1]([CH3:4])([CH3:2])[CH3:3])=[O:7])[C:10]([OH:12])=[O:11])(=[O:21])[CH3:20]. The yield is 1.00. (5) The reactants are [F:1][C:2]1[CH:8]=[C:7]([O:9][C:10]2[C:19]3[C:14](=[CH:15][C:16]([O:22][CH2:23][CH2:24][CH2:25][N:26]4[CH2:31][CH2:30][O:29][CH2:28][CH2:27]4)=[C:17]([O:20][CH3:21])[CH:18]=3)[N:13]=[CH:12][CH:11]=2)[CH:6]=[CH:5][C:3]=1[NH2:4].C(N(CC)CC)C.ClC(Cl)(O[C:43](=[O:49])OC(Cl)(Cl)Cl)Cl.[F:51][C:52]1[CH:57]=[CH:56][C:55]([CH:58]([NH2:60])[CH3:59])=[CH:54][CH:53]=1. The catalyst is C(Cl)(Cl)Cl. The product is [F:1][C:2]1[CH:8]=[C:7]([O:9][C:10]2[C:19]3[C:14](=[CH:15][C:16]([O:22][CH2:23][CH2:24][CH2:25][N:26]4[CH2:27][CH2:28][O:29][CH2:30][CH2:31]4)=[C:17]([O:20][CH3:21])[CH:18]=3)[N:13]=[CH:12][CH:11]=2)[CH:6]=[CH:5][C:3]=1[NH:4][C:43]([NH:60][CH:58]([C:55]1[CH:56]=[CH:57][C:52]([F:51])=[CH:53][CH:54]=1)[CH3:59])=[O:49]. The yield is 0.730. (6) The reactants are C([N:8]1[C:12]2([CH2:16][CH2:15][N:14]([C:17]3[CH:18]=[N:19][CH:20]=[C:21]([O:23][CH2:24][CH3:25])[CH:22]=3)[CH2:13]2)[CH2:11][CH2:10][CH2:9]1)C1C=CC=CC=1.Cl.[H][H]. The catalyst is C(O)C.[OH-].[OH-].[Pd+2]. The product is [CH2:24]([O:23][C:21]1[CH:22]=[C:17]([N:14]2[CH2:15][CH2:16][C:12]3([NH:8][CH2:9][CH2:10][CH2:11]3)[CH2:13]2)[CH:18]=[N:19][CH:20]=1)[CH3:25]. The yield is 0.911. (7) The reactants are Cl[C:2]1[CH:11]=[CH:10][C:9]([N+:12]([O-:14])=[O:13])=[C:8]2[C:3]=1[CH:4]=[CH:5][CH:6]=[N:7]2.[NH:15]1[CH2:20][CH2:19][O:18][CH2:17][CH2:16]1. The catalyst is CS(C)=O. The product is [N:15]1([C:2]2[CH:11]=[CH:10][C:9]([N+:12]([O-:14])=[O:13])=[C:8]3[C:3]=2[CH:4]=[CH:5][CH:6]=[N:7]3)[CH2:20][CH2:19][O:18][CH2:17][CH2:16]1. The yield is 0.960. (8) The reactants are Cl[C:2]1[N:7]2[CH:8]=[CH:9][N:10]=[C:6]2[CH:5]=[C:4]([C:11]2[CH:12]=[N:13][N:14]([CH3:16])[CH:15]=2)[N:3]=1.C([Si](C(C)C)(C(C)C)[N:21]1[CH:25]=[CH:24][C:23](B(O)O)=[CH:22]1)(C)C.P([O-])([O-])([O-])=O.[K+].[K+].[K+]. The catalyst is C1C=CC([P]([Pd]([P](C2C=CC=CC=2)(C2C=CC=CC=2)C2C=CC=CC=2)([P](C2C=CC=CC=2)(C2C=CC=CC=2)C2C=CC=CC=2)[P](C2C=CC=CC=2)(C2C=CC=CC=2)C2C=CC=CC=2)(C2C=CC=CC=2)C2C=CC=CC=2)=CC=1.O1CCOCC1. The product is [CH3:16][N:14]1[CH:15]=[C:11]([C:4]2[N:3]=[C:2]([C:23]3[CH:24]=[CH:25][NH:21][CH:22]=3)[N:7]3[CH:8]=[CH:9][N:10]=[C:6]3[CH:5]=2)[CH:12]=[N:13]1. The yield is 1.30.